Task: Predict the product of the given reaction.. Dataset: Forward reaction prediction with 1.9M reactions from USPTO patents (1976-2016) Given the reactants [F:1][C:2]1[C:12]([NH:13][CH2:14][C:15]2[CH:20]=[C:19]([C:21]3[CH:26]=[CH:25][CH:24]=[C:23]([F:27])[CH:22]=3)[CH:18]=[CH:17][C:16]=2[F:28])=[C:11]([F:29])[CH:10]=[CH:9][C:3]=1[O:4][CH2:5][C:6]([OH:8])=[O:7].[CH3:30][CH:31](O)[CH3:32], predict the reaction product. The product is: [F:1][C:2]1[C:12]([NH:13][CH2:14][C:15]2[CH:20]=[C:19]([C:21]3[CH:26]=[CH:25][CH:24]=[C:23]([F:27])[CH:22]=3)[CH:18]=[CH:17][C:16]=2[F:28])=[C:11]([F:29])[CH:10]=[CH:9][C:3]=1[O:4][CH2:5][C:6]([O:8][CH:31]([CH3:32])[CH3:30])=[O:7].